Dataset: HIV replication inhibition screening data with 41,000+ compounds from the AIDS Antiviral Screen. Task: Binary Classification. Given a drug SMILES string, predict its activity (active/inactive) in a high-throughput screening assay against a specified biological target. (1) The compound is CCN(CC)c1ccc(C=C2C[N+](C)(C)CC(=Cc3ccc(N(CC)CC)cc3)C2=O)cc1.[I-]. The result is 0 (inactive). (2) The compound is COC(=O)c1cc(CC2Cc3cc4c(cc3C2)CCC4)cc2c1CCC2. The result is 0 (inactive). (3) The compound is CC(=O)Nn1cnc(C(=N)C#N)c1N. The result is 0 (inactive). (4) The molecule is COP(=O)(OC)C(Cc1c[nH]c2ccccc12)NC(=O)OCc1ccccc1. The result is 0 (inactive).